This data is from Forward reaction prediction with 1.9M reactions from USPTO patents (1976-2016). The task is: Predict the product of the given reaction. (1) The product is: [C:26]1([N:25]([C:19]2[CH:20]=[CH:21][CH:22]=[CH:23][CH:24]=2)[C:2]2[S:6][C:5]3[C:7]4[CH:11]=[C:10]([N:25]([C:19]5[CH:20]=[CH:21][CH:22]=[CH:23][CH:24]=5)[C:26]5[CH:27]=[CH:28][CH:29]=[CH:30][CH:31]=5)[S:9][C:8]=4[C:13]4[CH:17]=[C:16]([N:25]([C:34]5[CH:32]=[CH:35][CH:49]=[CH:47][CH:50]=5)[C:19]5[CH:24]=[CH:23][CH:22]=[CH:21][CH:20]=5)[S:15][C:14]=4[C:4]=3[CH:3]=2)[CH:27]=[CH:28][CH:29]=[CH:30][CH:31]=1. Given the reactants Br[C:2]1[S:6][C:5]2[C:7]3[CH:11]=[C:10](Br)[S:9][C:8]=3[C:13]3[CH:17]=[C:16](Br)[S:15][C:14]=3[C:4]=2[CH:3]=1.[C:19]1([NH:25][C:26]2[CH:31]=[CH:30][CH:29]=[CH:28][CH:27]=2)[CH:24]=[CH:23][CH:22]=[CH:21][CH:20]=1.[C:32](O[Na])([CH3:35])([CH3:34])C.C(P([C:47]([CH3:50])([CH3:49])C)C(C)(C)C)(C)(C)C, predict the reaction product. (2) Given the reactants [C:1]([O:5][C:6]([N:8]1[C@H:13]([C:14]2[NH:18][C:17]3[C:19]4[C:24]([CH:25]=[CH:26][C:16]=3[N:15]=2)=[CH:23][C:22]2[C:27]3[C:32]([CH2:33][O:34][C:21]=2[CH:20]=4)=[CH:31][C:30](B2OC(C)(C)C(C)(C)O2)=[CH:29][CH:28]=3)[CH2:12][C@@H:11]2[C@H:9]1[CH2:10]2)=[O:7])([CH3:4])([CH3:3])[CH3:2].Br[C:45]1[NH:49][C:48]([C@@H:50]2[CH2:54][C@H:53]([CH2:55][O:56][CH3:57])[CH2:52][N:51]2[C:58](=[O:68])[C@@H:59]([NH:63][C:64](=[O:67])[O:65][CH3:66])[CH:60]([CH3:62])[CH3:61])=[N:47][CH:46]=1.C(=O)([O-])[O-].[K+].[K+], predict the reaction product. The product is: [CH3:66][O:65][C:64]([NH:63][C@@H:59]([CH:60]([CH3:62])[CH3:61])[C:58]([N:51]1[CH2:52][CH:53]([CH2:55][O:56][CH3:57])[CH2:54][C@H:50]1[C:48]1[NH:49][C:45]([C:30]2[CH:31]=[C:32]3[CH2:33][O:34][C:21]4[CH:20]=[C:19]5[C:24]([CH:25]=[CH:26][C:16]6[N:15]=[C:14]([C@@H:13]7[CH2:12][C@@H:11]8[C@@H:9]([CH2:10]8)[N:8]7[C:6]([O:5][C:1]([CH3:2])([CH3:3])[CH3:4])=[O:7])[NH:18][C:17]=65)=[CH:23][C:22]=4[C:27]3=[CH:28][CH:29]=2)=[CH:46][N:47]=1)=[O:68])=[O:67]. (3) Given the reactants [C:1]([N:5]=[CH:6][C:7](=[O:11])[CH:8]([CH3:10])[CH3:9])([CH3:4])([CH3:3])[CH3:2].[CH3:12][Li], predict the reaction product. The product is: [C:1]([N:5]=[CH:6][C:7]([CH3:12])([OH:11])[CH:8]([CH3:9])[CH3:10])([CH3:4])([CH3:3])[CH3:2]. (4) Given the reactants [CH3:1][O:2][C:3]1[CH:8]=[CH:7][C:6]([NH:9][C:10](=[O:14])OCC)=[CH:5][CH:4]=1.[NH2:15][C:16]([C:23]([F:26])([F:25])[F:24])=[CH:17][C:18]([O:20]CC)=O.C(=O)([O-])[O-].[K+].[K+].[NH2:33]OS(O)(=O)=O, predict the reaction product. The product is: [NH2:33][N:15]1[C:16]([C:23]([F:24])([F:25])[F:26])=[CH:17][C:18](=[O:20])[N:9]([C:6]2[CH:7]=[CH:8][C:3]([O:2][CH3:1])=[CH:4][CH:5]=2)[C:10]1=[O:14]. (5) Given the reactants [C:1]([CH:5]1[CH2:13][C:12]2[C:7](=[CH:8][CH:9]=[CH:10][CH:11]=2)[NH:6]1)([CH3:4])([CH3:3])[CH3:2].C(C1NC2C(C=1)=CC=CC=2)(C)(C)C.[N+:27]([O-])([O-:29])=[O:28].[K+].C([O-])([O-])=O.[Na+].[Na+], predict the reaction product. The product is: [C:1]([CH:5]1[CH2:13][C:12]2[C:7](=[CH:8][C:9]([N+:27]([O-:29])=[O:28])=[CH:10][CH:11]=2)[NH:6]1)([CH3:4])([CH3:2])[CH3:3]. (6) Given the reactants [OH-].[Na+].Cl.[NH2:4][CH2:5][C:6]([O:8][CH2:9][CH3:10])=[O:7].[C:11]([O:15][CH2:16][CH3:17])(=[O:14])[CH:12]=[CH2:13], predict the reaction product. The product is: [CH2:9]([O:8][C:6]([CH2:5][NH:4][CH2:13][CH2:12][C:11]([O:15][CH2:16][CH3:17])=[O:14])=[O:7])[CH3:10]. (7) Given the reactants [OH-:1].[K+].[Br:3][C:4]1[CH:9]=[CH:8][CH:7]=[C:6](C)[C:5]=1C.[O-:12][Mn](=O)(=O)=O.[K+].[CH3:18][CH2:19][OH:20].[OH2:21], predict the reaction product. The product is: [Br:3][C:4]1[CH:5]=[CH:6][CH:7]=[C:8]([C:9]([OH:21])=[O:1])[C:18]=1[C:19]([OH:12])=[O:20]. (8) Given the reactants [Br:1][C:2]1[CH:10]=[CH:9][C:8]([F:11])=[CH:7][C:3]=1[C:4]([OH:6])=O.C(Cl)(=O)C(Cl)=O.Cl[Mg][CH:20]1[CH2:25][CH2:24][N:23]([CH3:26])[CH2:22][CH2:21]1.O, predict the reaction product. The product is: [Br:1][C:2]1[CH:10]=[CH:9][C:8]([F:11])=[CH:7][C:3]=1[C:4]([CH:20]1[CH2:25][CH2:24][N:23]([CH3:26])[CH2:22][CH2:21]1)=[O:6]. (9) Given the reactants Br[CH2:2][C:3]([O:5][CH2:6][CH3:7])=[O:4].[N-:8]=[N+:9]=[N-:10].[Na+], predict the reaction product. The product is: [N:8]([CH2:2][C:3]([O:5][CH2:6][CH3:7])=[O:4])=[N+:9]=[N-:10].